This data is from Reaction yield outcomes from USPTO patents with 853,638 reactions. The task is: Predict the reaction yield, written as a fraction of the theoretical maximum amount of product (1.0 means a 100% yield; for example, 0.34 means a 34% yield). (1) The reactants are [Cl:1][C:2]1[C:3]([C:17]([O:19]C)=[O:18])=[N:4][C:5]([Cl:16])=[CH:6][C:7]=1[N:8]([CH3:15])[CH:9]1[CH2:14][CH2:13][O:12][CH2:11][CH2:10]1.[OH-].[Na+]. The catalyst is C1COCC1. The product is [Cl:1][C:2]1[C:3]([C:17]([OH:19])=[O:18])=[N:4][C:5]([Cl:16])=[CH:6][C:7]=1[N:8]([CH3:15])[CH:9]1[CH2:10][CH2:11][O:12][CH2:13][CH2:14]1. The yield is 0.780. (2) The reactants are FC(F)(F)C(OC(=O)C(F)(F)F)=O.[C:14]([OH:17])(=[O:16])[CH3:15].[CH:18]([C:21]1[CH:26]=[CH:25][CH:24]=[C:23]([CH:27]([CH3:29])[CH3:28])[C:22]=1O)([CH3:20])[CH3:19]. The catalyst is O. The product is [C:14]([O:17][C:22]1[C:21]([CH:18]([CH3:19])[CH3:20])=[CH:26][CH:25]=[CH:24][C:23]=1[CH:27]([CH3:29])[CH3:28])(=[O:16])[CH3:15]. The yield is 0.860. (3) The reactants are [Cl:1][C:2]1[CH:3]=[C:4]([N:8]2[CH2:13][CH2:12][N:11]([C:14]([C:16]3[S:25][C:19]4[N:20]=[CH:21][NH:22][C:23](=[O:24])[C:18]=4[C:17]=3[CH3:26])=[O:15])[CH2:10][CH2:9]2)[CH:5]=[CH:6][CH:7]=1.C([O-])([O-])=O.[K+].[K+].Cl[CH2:34][C:35]([N:37]([CH2:43][CH3:44])[CH2:38][C:39]([F:42])([F:41])[F:40])=[O:36]. The catalyst is CC#N. The product is [Cl:1][C:2]1[CH:3]=[C:4]([N:8]2[CH2:13][CH2:12][N:11]([C:14]([C:16]3[S:25][C:19]4[N:20]=[CH:21][N:22]([CH2:34][C:35]([N:37]([CH2:43][CH3:44])[CH2:38][C:39]([F:40])([F:41])[F:42])=[O:36])[C:23](=[O:24])[C:18]=4[C:17]=3[CH3:26])=[O:15])[CH2:10][CH2:9]2)[CH:5]=[CH:6][CH:7]=1. The yield is 0.210. (4) The reactants are [NH:1]1[CH2:6][CH2:5][CH2:4][CH:3]([C:7]([O:9][CH2:10][CH3:11])=[O:8])[CH2:2]1.[C:12]1([S:18](Cl)(=[O:20])=[O:19])[CH:17]=[CH:16][CH:15]=[CH:14][CH:13]=1.C(N(CC)CC)C. The catalyst is C(Cl)Cl. The product is [C:12]1([S:18]([N:1]2[CH2:6][CH2:5][CH2:4][CH:3]([C:7]([O:9][CH2:10][CH3:11])=[O:8])[CH2:2]2)(=[O:20])=[O:19])[CH:17]=[CH:16][CH:15]=[CH:14][CH:13]=1. The yield is 0.940. (5) The reactants are [O:1]1[CH:5]=[CH:4][CH:3]=[C:2]1[CH2:6][NH:7][S:8]([C:11]1[CH:19]=[CH:18][C:14]([C:15]([OH:17])=[O:16])=[CH:13][CH:12]=1)(=[O:10])=[O:9].C(=O)([O-])[O-].[Cs+].[Cs+].Br[CH2:27][C:28]1[CH:33]=[CH:32][CH:31]=[CH:30][CH:29]=1. The catalyst is CN(C=O)C.C(OCC)(=O)C. The product is [CH2:27]([N:7]([CH2:6][C:2]1[O:1][CH:5]=[CH:4][CH:3]=1)[S:8]([C:11]1[CH:19]=[CH:18][C:14]([C:15]([OH:17])=[O:16])=[CH:13][CH:12]=1)(=[O:10])=[O:9])[C:28]1[CH:33]=[CH:32][CH:31]=[CH:30][CH:29]=1. The yield is 0.350. (6) The product is [Br:52][C:49]1[CH:50]=[CH:51][C:46]([NH:45][C:44]2[C:39]([C:37]3[NH:32][C:33]([CH3:34])=[N:35][N:36]=3)=[CH:40][N:41]([CH3:56])[C:42](=[O:55])[C:43]=2[F:54])=[C:47]([F:53])[CH:48]=1. The catalyst is C(Cl)Cl.C(OCC)(=O)C. The reactants are C1C=CC(P(C2C=CC=CC=2)C2C=CC=CC=2)=CC=1.CCN(CC)CC.C(Cl)(Cl)(Cl)Cl.[NH:32]=[C:33]([NH:35][NH:36][C:37]([C:39]1[C:44]([NH:45][C:46]2[CH:51]=[CH:50][C:49]([Br:52])=[CH:48][C:47]=2[F:53])=[C:43]([F:54])[C:42](=[O:55])[N:41]([CH3:56])[CH:40]=1)=O)[CH3:34]. The yield is 0.500.